This data is from Forward reaction prediction with 1.9M reactions from USPTO patents (1976-2016). The task is: Predict the product of the given reaction. (1) Given the reactants Br.NC1[CH:8]=[C:7]([CH:9](Br)[C:9]([C:7]2[CH:8]=CC(F)=C(C)[CH:6]=2)=O)[CH:6]=CN=1.Br.NC1C=C(C(Br)C(C2C=CC=C(C)C=2)=O)C=CN=1.[Cl:40][C:41]1[N:46]=[N:45][C:44]([NH2:47])=[C:43](C)[CH:42]=1, predict the reaction product. The product is: [Cl:40][C:41]1[N:46]=[N:45][C:44]([NH2:47])=[CH:43][C:42]=1[C:7]([CH3:9])([CH3:8])[CH3:6]. (2) Given the reactants C([O:8][C:9]1[CH:14]=[CH:13][CH:12]=[CH:11][C:10]=1[C:15]1[O:16][C@@H:17]([CH3:25])[C@H:18]([C:20]([NH:22][CH2:23][CH3:24])=[O:21])[N:19]=1)C1C=CC=CC=1, predict the reaction product. The product is: [CH2:23]([NH:22][C:20]([C@H:18]1[C@H:17]([CH3:25])[O:16][C:15]([C:10]2[CH:11]=[CH:12][CH:13]=[CH:14][C:9]=2[OH:8])=[N:19]1)=[O:21])[CH3:24]. (3) Given the reactants [O:1]1[C:5]2[C:6]([C:10]3[N:18]4[C:13]([CH:14]=NC(O)=[N:17]4)=[CH:12][CH:11]=3)=[CH:7][CH:8]=[CH:9][C:4]=2[CH2:3][CH2:2]1.[CH:20]([N:23](CC)C(C)C)(C)C.[N-](S(C(F)(F)F)(=O)=O)S(C(F)(F)F)(=O)=O.[NH2:44][C:45]1[C:59]([O:60][CH3:61])=[CH:58][C:48]2[CH2:49][CH2:50][N:51]([CH2:54][C@H:55]([OH:57])[CH3:56])[CH2:52][CH2:53][C:47]=2[CH:46]=1, predict the reaction product. The product is: [O:1]1[C:5]2[C:6]([C:10]3[N:18]4[C:13]([CH:14]=[CH:20][N:23]([NH:44][C:45]5[C:59]([O:60][CH3:61])=[CH:58][C:48]6[CH2:49][CH2:50][N:51]([CH2:54][C@H:55]([OH:57])[CH3:56])[CH2:52][CH2:53][C:47]=6[CH:46]=5)[NH:17]4)=[CH:12][CH:11]=3)=[CH:7][CH:8]=[CH:9][C:4]=2[CH2:3][CH2:2]1.